Dataset: Forward reaction prediction with 1.9M reactions from USPTO patents (1976-2016). Task: Predict the product of the given reaction. (1) Given the reactants [H-].[Na+].[C:3]([C:5]1[CH:6]=[C:7]([CH:40]([CH3:42])[CH3:41])[C:8]2[O:12][C:11]([C:13]3[CH:38]=[CH:37][C:16]([C:17]([NH:19][CH2:20][C:21]4([CH3:36])[O:25][C:24](=[O:26])[N:23](CC5C=CC(OC)=CC=5)[CH2:22]4)=[O:18])=[CH:15][CH:14]=3)=[N:10][C:9]=2[CH:39]=1)#[N:4].Cl[C:44]1[N:49]=[C:48]([C:50]([F:53])([F:52])[F:51])[CH:47]=[CH:46][N:45]=1, predict the reaction product. The product is: [C:3]([C:5]1[CH:6]=[C:7]([CH:40]([CH3:42])[CH3:41])[C:8]2[O:12][C:11]([C:13]3[CH:38]=[CH:37][C:16]([C:17]([NH:19][CH2:20][C:21]4([CH3:36])[O:25][C:24](=[O:26])[N:23]([C:44]5[N:49]=[C:48]([C:50]([F:53])([F:52])[F:51])[CH:47]=[CH:46][N:45]=5)[CH2:22]4)=[O:18])=[CH:15][CH:14]=3)=[N:10][C:9]=2[CH:39]=1)#[N:4]. (2) Given the reactants [Br:1][C:2]1[CH:3]=[N:4][NH:5][C:6]=1[C:7]([F:10])([F:9])[F:8].[O:11]1[CH:16]=[CH:15][CH2:14][CH2:13][CH2:12]1.CC1C=CC(S(O)(=O)=O)=CC=1.O, predict the reaction product. The product is: [Br:1][C:2]1[CH:3]=[N:4][N:5]([CH:12]2[CH2:13][CH2:14][CH2:15][CH2:16][O:11]2)[C:6]=1[C:7]([F:10])([F:9])[F:8]. (3) The product is: [CH3:22][C:23]1[CH:27]=[C:26]([N:28]2[CH2:32][CH2:31][N:30]([CH2:13][C:14](=[O:15])[C:16]3[CH:21]=[CH:20][CH:19]=[CH:18][CH:17]=3)[C:29]2=[O:33])[S:25][C:24]=1[C:34]([O:36][CH2:37][CH3:38])=[O:35]. Given the reactants BrCCO[Si](C(C)(C)C)(C)C.Br[CH2:13][C:14]([C:16]1[CH:21]=[CH:20][CH:19]=[CH:18][CH:17]=1)=[O:15].[CH3:22][C:23]1[CH:27]=[C:26]([N:28]2[CH2:32][CH2:31][NH:30][C:29]2=[O:33])[S:25][C:24]=1[C:34]([O:36][CH2:37][CH3:38])=[O:35], predict the reaction product. (4) Given the reactants C(O[C:6]([N:8]1[CH2:12][C:11](=[CH:13][Cl:14])[CH2:10][C@H:9]1[C:15]([OH:17])=O)=[O:7])(C)(C)C.[Cl:18][C:19]1[CH:29]=[CH:28][C:22]([O:23][CH2:24]C(Cl)=O)=[CH:21][CH:20]=1.[Cl:30][C:31]1[CH:32]=[C:33]([N:38]2[CH2:43][CH2:42][NH:41][CH2:40][CH2:39]2)[CH:34]=[CH:35][C:36]=1[Cl:37], predict the reaction product. The product is: [Cl:14][CH:13]=[C:11]1[CH2:12][N:8]([C:6](=[O:7])[CH2:24][O:23][C:22]2[CH:21]=[CH:20][C:19]([Cl:18])=[CH:29][CH:28]=2)[C@H:9]([C:15]([N:41]2[CH2:40][CH2:39][N:38]([C:33]3[CH:34]=[CH:35][C:36]([Cl:37])=[C:31]([Cl:30])[CH:32]=3)[CH2:43][CH2:42]2)=[O:17])[CH2:10]1. (5) The product is: [Cl:3][C:4]1[CH:9]=[CH:8][CH:7]=[C:6]([Cl:10])[C:5]=1[CH2:11][C:12]1[N:17]=[C:16]([NH:18][OH:19])[N:15]=[C:14]([NH:20][C:21]2[CH:22]=[CH:23][C:24]([C:25]#[N:26])=[CH:27][CH:28]=2)[N:13]=1. Given the reactants O.Cl.[Cl:3][C:4]1[CH:9]=[CH:8][CH:7]=[C:6]([Cl:10])[C:5]=1[CH2:11][C:12]1[N:17]=[C:16]([NH:18][OH:19])[N:15]=[C:14]([NH:20][C:21]2[CH:28]=[CH:27][C:24]([C:25]#[N:26])=[CH:23][CH:22]=2)[N:13]=1, predict the reaction product. (6) The product is: [CH3:1][C:2]1[CH:7]=[C:6]([CH:5]=[CH:4][C:3]=1[O:11][C:12]1[CH:17]=[CH:16][CH:15]=[C:14]([O:18][CH2:19][C:20]([F:21])([F:22])[F:23])[CH:13]=1)[NH2:8]. Given the reactants [CH3:1][C:2]1[CH:7]=[C:6]([N+:8]([O-])=O)[CH:5]=[CH:4][C:3]=1[O:11][C:12]1[CH:17]=[CH:16][CH:15]=[C:14]([O:18][CH2:19][C:20]([F:23])([F:22])[F:21])[CH:13]=1.[Cl-].[Ca+2].[Cl-].C(O)C, predict the reaction product.